This data is from NCI-60 drug combinations with 297,098 pairs across 59 cell lines. The task is: Regression. Given two drug SMILES strings and cell line genomic features, predict the synergy score measuring deviation from expected non-interaction effect. (1) Drug 1: CC1=C(C(=CC=C1)Cl)NC(=O)C2=CN=C(S2)NC3=CC(=NC(=N3)C)N4CCN(CC4)CCO. Drug 2: C#CCC(CC1=CN=C2C(=N1)C(=NC(=N2)N)N)C3=CC=C(C=C3)C(=O)NC(CCC(=O)O)C(=O)O. Cell line: U251. Synergy scores: CSS=51.1, Synergy_ZIP=7.06, Synergy_Bliss=7.66, Synergy_Loewe=-10.9, Synergy_HSA=3.18. (2) Drug 1: C1CCN(CC1)CCOC2=CC=C(C=C2)C(=O)C3=C(SC4=C3C=CC(=C4)O)C5=CC=C(C=C5)O. Drug 2: CC=C1C(=O)NC(C(=O)OC2CC(=O)NC(C(=O)NC(CSSCCC=C2)C(=O)N1)C(C)C)C(C)C. Cell line: SN12C. Synergy scores: CSS=51.5, Synergy_ZIP=0.741, Synergy_Bliss=1.86, Synergy_Loewe=-47.4, Synergy_HSA=1.50. (3) Drug 1: C1=CC(=CC=C1CCC2=CNC3=C2C(=O)NC(=N3)N)C(=O)NC(CCC(=O)O)C(=O)O. Drug 2: C1CCC(C(C1)N)N.C(=O)(C(=O)[O-])[O-].[Pt+4]. Cell line: U251. Synergy scores: CSS=26.9, Synergy_ZIP=-3.75, Synergy_Bliss=-6.86, Synergy_Loewe=-9.42, Synergy_HSA=-3.97. (4) Drug 1: COC1=CC(=CC(=C1O)OC)C2C3C(COC3=O)C(C4=CC5=C(C=C24)OCO5)OC6C(C(C7C(O6)COC(O7)C8=CC=CS8)O)O. Drug 2: CC1CCC2CC(C(=CC=CC=CC(CC(C(=O)C(C(C(=CC(C(=O)CC(OC(=O)C3CCCCN3C(=O)C(=O)C1(O2)O)C(C)CC4CCC(C(C4)OC)O)C)C)O)OC)C)C)C)OC. Cell line: EKVX. Synergy scores: CSS=48.1, Synergy_ZIP=-6.30, Synergy_Bliss=-2.64, Synergy_Loewe=1.18, Synergy_HSA=2.16. (5) Drug 1: CN1CCC(CC1)COC2=C(C=C3C(=C2)N=CN=C3NC4=C(C=C(C=C4)Br)F)OC. Drug 2: CC(C)(C#N)C1=CC(=CC(=C1)CN2C=NC=N2)C(C)(C)C#N. Cell line: NCI-H522. Synergy scores: CSS=26.5, Synergy_ZIP=-5.31, Synergy_Bliss=3.59, Synergy_Loewe=4.37, Synergy_HSA=4.64. (6) Drug 1: CS(=O)(=O)CCNCC1=CC=C(O1)C2=CC3=C(C=C2)N=CN=C3NC4=CC(=C(C=C4)OCC5=CC(=CC=C5)F)Cl. Drug 2: C(CN)CNCCSP(=O)(O)O. Cell line: SK-MEL-28. Synergy scores: CSS=-1.83, Synergy_ZIP=3.07, Synergy_Bliss=3.32, Synergy_Loewe=1.25, Synergy_HSA=-0.476.